Dataset: NCI-60 drug combinations with 297,098 pairs across 59 cell lines. Task: Regression. Given two drug SMILES strings and cell line genomic features, predict the synergy score measuring deviation from expected non-interaction effect. (1) Drug 1: COC1=CC(=CC(=C1O)OC)C2C3C(COC3=O)C(C4=CC5=C(C=C24)OCO5)OC6C(C(C7C(O6)COC(O7)C8=CC=CS8)O)O. Drug 2: CC1=C(C(=O)C2=C(C1=O)N3CC4C(C3(C2COC(=O)N)OC)N4)N. Cell line: MDA-MB-231. Synergy scores: CSS=38.4, Synergy_ZIP=1.01, Synergy_Bliss=2.76, Synergy_Loewe=3.65, Synergy_HSA=5.57. (2) Drug 1: CC1=CC=C(C=C1)C2=CC(=NN2C3=CC=C(C=C3)S(=O)(=O)N)C(F)(F)F. Drug 2: C1=CC=C(C(=C1)C(C2=CC=C(C=C2)Cl)C(Cl)Cl)Cl. Cell line: TK-10. Synergy scores: CSS=0.698, Synergy_ZIP=-1.41, Synergy_Bliss=-2.80, Synergy_Loewe=-4.36, Synergy_HSA=-3.30. (3) Drug 1: CCC1=CC2CC(C3=C(CN(C2)C1)C4=CC=CC=C4N3)(C5=C(C=C6C(=C5)C78CCN9C7C(C=CC9)(C(C(C8N6C)(C(=O)OC)O)OC(=O)C)CC)OC)C(=O)OC.C(C(C(=O)O)O)(C(=O)O)O. Drug 2: CC12CCC3C(C1CCC2OP(=O)(O)O)CCC4=C3C=CC(=C4)OC(=O)N(CCCl)CCCl.[Na+]. Synergy scores: CSS=38.5, Synergy_ZIP=-1.40, Synergy_Bliss=0.0913, Synergy_Loewe=-38.8, Synergy_HSA=0.956. Cell line: HL-60(TB).